Dataset: Full USPTO retrosynthesis dataset with 1.9M reactions from patents (1976-2016). Task: Predict the reactants needed to synthesize the given product. (1) Given the product [CH3:25][C:26]([CH3:32])([CH3:31])[CH2:27][C:28]([N:18]1[CH2:19][CH2:20][C:13]2([C:12](=[O:22])[N:11]([C:8]3[CH:9]=[CH:10][C:5]([O:4][CH2:3][C:2]([F:1])([F:23])[F:24])=[CH:6][CH:7]=3)[CH2:15][CH2:14]2)[CH2:16][C:17]1=[O:21])=[O:29], predict the reactants needed to synthesize it. The reactants are: [F:1][C:2]([F:24])([F:23])[CH2:3][O:4][C:5]1[CH:10]=[CH:9][C:8]([N:11]2[CH2:15][CH2:14][C:13]3([CH2:20][CH2:19][NH:18][C:17](=[O:21])[CH2:16]3)[C:12]2=[O:22])=[CH:7][CH:6]=1.[CH3:25][C:26]([CH3:32])([CH3:31])[CH2:27][C:28](Cl)=[O:29]. (2) Given the product [Br:1][C:2]1[CH:3]=[CH:4][C:5]([O:25][C:32]([N:26]2[CH2:31][CH2:30][O:29][CH2:28][CH2:27]2)=[O:33])=[C:6]([CH:24]=1)[C:7]([NH:9][C:10]1[CH:15]=[C:14]([C:16]([F:19])([F:18])[F:17])[CH:13]=[C:12]([C:20]([F:21])([F:22])[F:23])[CH:11]=1)=[O:8], predict the reactants needed to synthesize it. The reactants are: [Br:1][C:2]1[CH:3]=[CH:4][C:5]([OH:25])=[C:6]([CH:24]=1)[C:7]([NH:9][C:10]1[CH:15]=[C:14]([C:16]([F:19])([F:18])[F:17])[CH:13]=[C:12]([C:20]([F:23])([F:22])[F:21])[CH:11]=1)=[O:8].[N:26]1([C:32](Cl)=[O:33])[CH2:31][CH2:30][O:29][CH2:28][CH2:27]1. (3) Given the product [C:1]1([CH3:34])[CH:2]=[CH:3][C:4]([C:7]2[C:20]3[C:11](=[CH:12][C:13]4[C:18]([CH:19]=3)=[C:17]([C:21]3[CH:22]=[CH:23][C:24]([C:25]([OH:27])=[O:26])=[CH:30][CH:31]=3)[CH:16]=[CH:15][CH:14]=4)[C:10]([CH3:32])([CH3:33])[CH2:9][CH:8]=2)=[CH:5][CH:6]=1, predict the reactants needed to synthesize it. The reactants are: [C:1]1([CH3:34])[CH:6]=[CH:5][C:4]([C:7]2[C:20]3[C:11](=[CH:12][C:13]4[C:18]([CH:19]=3)=[C:17]([C:21]3[CH:31]=[CH:30][C:24]([C:25]([O:27]CC)=[O:26])=[CH:23][CH:22]=3)[CH:16]=[CH:15][CH:14]=4)[C:10]([CH3:33])([CH3:32])[CH2:9][CH:8]=2)=[CH:3][CH:2]=1.CO.[Li+].[OH-].Cl. (4) Given the product [CH2:1]([C:8]1[CH:9]=[N:10][C:11]2[C:16]([C:17]=1[C:18]1[CH:19]=[C:20]([NH:24][CH2:32][C:31]3[CH:34]=[C:35]([O:38][CH3:39])[CH:36]=[CH:37][C:30]=3[OH:29])[CH:21]=[CH:22][CH:23]=1)=[CH:15][CH:14]=[CH:13][C:12]=2[C:25]([F:28])([F:26])[F:27])[C:2]1[CH:3]=[CH:4][CH:5]=[CH:6][CH:7]=1, predict the reactants needed to synthesize it. The reactants are: [CH2:1]([C:8]1[CH:9]=[N:10][C:11]2[C:16]([C:17]=1[C:18]1[CH:19]=[C:20]([NH2:24])[CH:21]=[CH:22][CH:23]=1)=[CH:15][CH:14]=[CH:13][C:12]=2[C:25]([F:28])([F:27])[F:26])[C:2]1[CH:7]=[CH:6][CH:5]=[CH:4][CH:3]=1.[OH:29][C:30]1[CH:37]=[CH:36][C:35]([O:38][CH3:39])=[CH:34][C:31]=1[CH:32]=O. (5) Given the product [C:22]([C:24]1[CH:29]=[CH:28][C:27]([O:30][CH2:6][CH2:7][CH2:8][CH:9]2[CH2:14][CH2:13][N:12]([C:15]([O:17][C:18]([CH3:21])([CH3:20])[CH3:19])=[O:16])[CH2:11][CH2:10]2)=[CH:26][CH:25]=1)#[N:23], predict the reactants needed to synthesize it. The reactants are: CS(C)=O.Br[CH2:6][CH2:7][CH2:8][CH:9]1[CH2:14][CH2:13][N:12]([C:15]([O:17][C:18]([CH3:21])([CH3:20])[CH3:19])=[O:16])[CH2:11][CH2:10]1.[C:22]([C:24]1[CH:29]=[CH:28][C:27]([OH:30])=[CH:26][CH:25]=1)#[N:23].C(=O)([O-])[O-].[K+].[K+]. (6) Given the product [CH:21]1[CH:22]=[C:23]2[C:18]([CH:17]=[C:16]3[S:25][C:26]4[C:15]5[C:16]([S:25][C:26]=4[C:15]3=[CH:24]2)=[CH:17][C:18]2[C:23](=[CH:22][CH:21]=[CH:20][CH:19]=2)[CH:24]=5)=[CH:19][CH:20]=1, predict the reactants needed to synthesize it. The reactants are: [CH3:26][S:25][C:16]1[C:15](C=C[C:15]2[C:16]([S:25][CH3:26])=[CH:17][C:18]3[C:23]([CH:24]=2)=[CH:22][CH:21]=[CH:20][CH:19]=3)=[CH:24][C:23]2[C:18](=[CH:19][CH:20]=[CH:21][CH:22]=2)[CH:17]=1.II.S([O-])(O)=O.[Na+]. (7) Given the product [CH3:1][O:2][C:3]1[CH:4]=[C:5]2[C:6](=[CH:7][C:8]=1[O:9][CH3:10])[CH:15]=[N:14][CH:12]([CH3:13])[CH2:11]2, predict the reactants needed to synthesize it. The reactants are: [CH3:1][O:2][C:3]1[CH:4]=[C:5]([CH2:11][CH:12]([NH:14][CH:15]=O)[CH3:13])[CH:6]=[CH:7][C:8]=1[O:9][CH3:10].O=P(Cl)(Cl)Cl.O.N. (8) Given the product [Cl:1][C:2]1[CH:3]=[C:4]([C:5]([NH:27][C@H:28]([C:31]2[CH:36]=[CH:35][CH:34]=[CH:33][CH:32]=2)[CH2:29][OH:30])=[O:7])[CH:8]=[CH:9][C:10]=1[C:11]([NH:12][C:13]1[CH:18]=[CH:17][C:16]([Cl:19])=[C:15]([C:20]2[CH:25]=[CH:24][CH:23]=[CH:22][N:21]=2)[CH:14]=1)=[O:26], predict the reactants needed to synthesize it. The reactants are: [Cl:1][C:2]1[CH:3]=[C:4]([CH:8]=[CH:9][C:10]=1[C:11](=[O:26])[NH:12][C:13]1[CH:18]=[CH:17][C:16]([Cl:19])=[C:15]([C:20]2[CH:25]=[CH:24][CH:23]=[CH:22][N:21]=2)[CH:14]=1)[C:5]([OH:7])=O.[NH2:27][C@H:28]([C:31]1[CH:36]=[CH:35][CH:34]=[CH:33][CH:32]=1)[CH2:29][OH:30]. (9) Given the product [NH2:1][C@H:2]1[CH2:7][CH2:6][CH2:5][CH2:4][C@H:3]1[NH:8][C:9]1[CH:10]=[C:11]([NH:17][C:18]2[CH:19]=[C:20]3[C:25](=[CH:26][CH:27]=2)[CH:24]=[N:23][CH:22]=[CH:21]3)[C:12]([C:15]([NH2:16])=[O:34])=[N:13][CH:14]=1, predict the reactants needed to synthesize it. The reactants are: [NH2:1][C@H:2]1[CH2:7][CH2:6][CH2:5][CH2:4][C@H:3]1[NH:8][C:9]1[CH:10]=[C:11]([NH:17][C:18]2[CH:19]=[C:20]3[C:25](=[CH:26][CH:27]=2)[CH:24]=[N:23][CH:22]=[CH:21]3)[C:12]([C:15]#[N:16])=[N:13][CH:14]=1.[OH-].[Na+].OO.CC(O)=[O:34]. (10) Given the product [F:23][C:24]([F:35])([F:34])[C:25]([N:4]1[CH2:3][CH2:2][C:8]2=[CH:9][C:10]3[CH:11]=[CH:12][CH:13]=[CH:14][C:15]=3[N:7]2[CH2:6][CH2:5]1)=[O:26], predict the reactants needed to synthesize it. The reactants are: Cl.[CH2:2]1[C:8]2=[CH:9][C:10]3[CH:11]=[CH:12][CH:13]=[CH:14][C:15]=3[N:7]2[CH2:6][CH2:5][NH:4][CH2:3]1.C(N(CC)CC)C.[F:23][C:24]([F:35])([F:34])[C:25](O[C:25](=[O:26])[C:24]([F:35])([F:34])[F:23])=[O:26].